This data is from Ames mutagenicity test results for genotoxicity prediction. The task is: Regression/Classification. Given a drug SMILES string, predict its toxicity properties. Task type varies by dataset: regression for continuous values (e.g., LD50, hERG inhibition percentage) or binary classification for toxic/non-toxic outcomes (e.g., AMES mutagenicity, cardiotoxicity, hepatotoxicity). Dataset: ames. The molecule is O=NN(CC(=O)O)CC(=O)O. The result is 1 (mutagenic).